Task: Regression. Given a peptide amino acid sequence and an MHC pseudo amino acid sequence, predict their binding affinity value. This is MHC class II binding data.. Dataset: Peptide-MHC class II binding affinity with 134,281 pairs from IEDB (1) The peptide sequence is VDGRGNYNTDLLPDW. The MHC is DRB5_0101 with pseudo-sequence DRB5_0101. The binding affinity (normalized) is 0.0546. (2) The peptide sequence is AEIGSAISTANGAAA. The MHC is DRB3_0202 with pseudo-sequence DRB3_0202. The binding affinity (normalized) is 0.267. (3) The peptide sequence is MLLRKYGIAAENVID. The MHC is DRB3_0202 with pseudo-sequence DRB3_0202. The binding affinity (normalized) is 0.317. (4) The peptide sequence is ERLAVMGDTAWDFSS. The MHC is DRB1_0901 with pseudo-sequence DRB1_0901. The binding affinity (normalized) is 0.417. (5) The peptide sequence is TPDVSFFDSSFAPYL. The MHC is DRB4_0101 with pseudo-sequence DRB4_0103. The binding affinity (normalized) is 0.393. (6) The peptide sequence is GEPIRFLLSYGEKDF. The MHC is DRB1_1302 with pseudo-sequence DRB1_1302. The binding affinity (normalized) is 0.615.